This data is from Forward reaction prediction with 1.9M reactions from USPTO patents (1976-2016). The task is: Predict the product of the given reaction. (1) The product is: [Cl:1][C:2]1[N:3]=[C:4]([N:11]2[CH2:16][CH2:15][CH:14]([CH:17]=[O:18])[CH2:13][CH2:12]2)[C:5]2[O:10][CH:9]=[CH:8][C:6]=2[N:7]=1. Given the reactants [Cl:1][C:2]1[N:3]=[C:4]([N:11]2[CH2:16][CH2:15][CH:14]([CH2:17][OH:18])[CH2:13][CH2:12]2)[C:5]2[O:10][CH:9]=[CH:8][C:6]=2[N:7]=1.ClC1N=C(Cl)C2OC=CC=2N=1.N1CCC(CO)CC1.CC(OI1(OC(C)=O)(OC(C)=O)OC(=O)C2C=CC=CC1=2)=O, predict the reaction product. (2) Given the reactants N12[Si]34N5[Si]61N3[Si]25N64.[O:8]=O.S(=O)(=O)(O)O.OO.NCCC[Si]([O:26][CH3:27])(OC)OC.P([O-])([O-])([O-])=O.[Na+].[Na+].[Na+].[O:36]=[C:37]([C@H:39]([CH2:41][C:42]1[CH:49]=[C:47]([OH:48])[C:45]([OH:46])=[CH:44][CH:43]=1)[NH2:40])[OH:38].[C:50]1([CH3:56])[CH:55]=CC=C[CH:51]=1, predict the reaction product. The product is: [C:27]([NH:40][C@@H:39]([CH2:41][C:42]1[CH:49]=[C:47]([OH:48])[C:45]([OH:46])=[CH:44][CH:43]=1)[C:37]([OH:38])=[O:36])([O:26][C:50]([CH3:56])([CH3:55])[CH3:51])=[O:8]. (3) The product is: [CH3:1][C:2]1[C:7]([O:8][CH2:9][C:10]([NH:15][NH2:16])=[O:12])=[CH:6][CH:5]=[CH:4][N:3]=1. Given the reactants [CH3:1][C:2]1[C:7]([O:8][CH2:9][C:10]([O:12]C)=O)=[CH:6][CH:5]=[CH:4][N:3]=1.O.[NH2:15][NH2:16], predict the reaction product. (4) Given the reactants [CH2:1]([O:3][C:4]([C:6]1[N:7]=[C:8]2[CH:13]=[CH:12][C:11]([C:14]#[N:15])=[CH:10][N:9]2[CH:16]=1)=[O:5])[CH3:2].[C:17]([O:21][C:22](O[C:22]([O:21][C:17]([CH3:20])([CH3:19])[CH3:18])=[O:23])=[O:23])([CH3:20])([CH3:19])[CH3:18], predict the reaction product. The product is: [C:17]([O:21][C:22]([NH:15][CH2:14][C:11]1[CH:12]=[CH:13][C:8]2[N:9]([CH:16]=[C:6]([C:4]([O:3][CH2:1][CH3:2])=[O:5])[N:7]=2)[CH:10]=1)=[O:23])([CH3:20])([CH3:19])[CH3:18]. (5) Given the reactants [CH2:1]([NH:8][C:9]1[N:14]2[N:15]=[CH:16][C:17]([Br:18])=[C:13]2[N:12]=[CH:11][C:10]=1[C:19]([OH:21])=O)[C:2]1[CH:7]=[CH:6][CH:5]=[CH:4][CH:3]=1.[CH3:22][O:23][C:24]1[CH:29]=[CH:28][CH:27]=[CH:26][C:25]=1[CH:30]1[CH2:35][CH2:34][NH:33][CH2:32][CH2:31]1, predict the reaction product. The product is: [CH2:1]([NH:8][C:9]1[N:14]2[N:15]=[CH:16][C:17]([Br:18])=[C:13]2[N:12]=[CH:11][C:10]=1[C:19]([N:33]1[CH2:34][CH2:35][CH:30]([C:25]2[CH:26]=[CH:27][CH:28]=[CH:29][C:24]=2[O:23][CH3:22])[CH2:31][CH2:32]1)=[O:21])[C:2]1[CH:3]=[CH:4][CH:5]=[CH:6][CH:7]=1.